The task is: Regression. Given two drug SMILES strings and cell line genomic features, predict the synergy score measuring deviation from expected non-interaction effect.. This data is from NCI-60 drug combinations with 297,098 pairs across 59 cell lines. (1) Drug 1: CC(C)(C#N)C1=CC(=CC(=C1)CN2C=NC=N2)C(C)(C)C#N. Drug 2: CCC1(C2=C(COC1=O)C(=O)N3CC4=CC5=C(C=CC(=C5CN(C)C)O)N=C4C3=C2)O.Cl. Cell line: OVCAR-8. Synergy scores: CSS=31.0, Synergy_ZIP=1.51, Synergy_Bliss=0.626, Synergy_Loewe=-12.0, Synergy_HSA=1.28. (2) Drug 1: CNC(=O)C1=CC=CC=C1SC2=CC3=C(C=C2)C(=NN3)C=CC4=CC=CC=N4. Drug 2: C1CN(P(=O)(OC1)NCCCl)CCCl. Cell line: A498. Synergy scores: CSS=5.63, Synergy_ZIP=-1.97, Synergy_Bliss=2.88, Synergy_Loewe=-5.72, Synergy_HSA=1.75. (3) Drug 1: CS(=O)(=O)C1=CC(=C(C=C1)C(=O)NC2=CC(=C(C=C2)Cl)C3=CC=CC=N3)Cl. Drug 2: C1=CN(C(=O)N=C1N)C2C(C(C(O2)CO)O)O.Cl. Cell line: BT-549. Synergy scores: CSS=28.5, Synergy_ZIP=-6.15, Synergy_Bliss=0.842, Synergy_Loewe=-47.1, Synergy_HSA=0.897.